This data is from Forward reaction prediction with 1.9M reactions from USPTO patents (1976-2016). The task is: Predict the product of the given reaction. (1) Given the reactants ClCCl.[CH:4]([O:7][C:8]([N:10]1[CH2:16][CH2:15][CH2:14][CH:13]([N:17]([C:33](=[O:35])[CH3:34])[CH2:18][C:19]2[CH:24]=[C:23]([C:25]([F:28])([F:27])[F:26])[CH:22]=[C:21]([C:29]([F:32])([F:31])[F:30])[CH:20]=2)[C:12]2[N:36]=[C:37](Cl)[CH:38]=[CH:39][C:11]1=2)=[O:9])([CH3:6])[CH3:5].[CH3:41]B(O)O.[F-].[Cs+], predict the reaction product. The product is: [CH:4]([O:7][C:8]([N:10]1[CH2:16][CH2:15][CH2:14][CH:13]([N:17]([C:33](=[O:35])[CH3:34])[CH2:18][C:19]2[CH:24]=[C:23]([C:25]([F:28])([F:27])[F:26])[CH:22]=[C:21]([C:29]([F:32])([F:31])[F:30])[CH:20]=2)[C:12]2[N:36]=[C:37]([CH3:41])[CH:38]=[CH:39][C:11]1=2)=[O:9])([CH3:6])[CH3:5]. (2) Given the reactants [OH:1][C:2]1[CH:3]=[CH:4][C:5]([CH3:8])=[N:6][CH:7]=1.C([O-])([O-])=O.[K+].[K+].Br[CH2:16][C:17]([C:19]1([C:22]2[CH:27]=[CH:26][C:25]([Cl:28])=[CH:24][CH:23]=2)[CH2:21][CH2:20]1)=[O:18], predict the reaction product. The product is: [Cl:28][C:25]1[CH:24]=[CH:23][C:22]([C:19]2([C:17](=[O:18])[CH2:16][O:1][C:2]3[CH:7]=[N:6][C:5]([CH3:8])=[CH:4][CH:3]=3)[CH2:20][CH2:21]2)=[CH:27][CH:26]=1. (3) Given the reactants [Cl:1][C:2]1[C:7]([CH2:8][CH2:9][OH:10])=[C:6]([Cl:11])[N:5]2[N:12]=[CH:13][CH:14]=[C:4]2[N:3]=1.C(N(CC)CC)C.[C:22]([Si:26](Cl)([CH3:28])[CH3:27])([CH3:25])([CH3:24])[CH3:23].[Cl-].[NH4+], predict the reaction product. The product is: [Si:26]([O:10][CH2:9][CH2:8][C:7]1[C:2]([Cl:1])=[N:3][C:4]2[N:5]([N:12]=[CH:13][CH:14]=2)[C:6]=1[Cl:11])([C:22]([CH3:25])([CH3:24])[CH3:23])([CH3:28])[CH3:27]. (4) The product is: [O:27]=[C:17]1[C:25]2[C:20](=[CH:21][CH:22]=[CH:23][CH:24]=2)[C:19](=[O:26])[N:18]1[CH:2]([CH3:16])[C@H:3]([NH:5][C:6](=[O:15])[O:7][CH2:8][C:9]1[CH:14]=[CH:13][CH:12]=[CH:11][CH:10]=1)[CH3:4]. Given the reactants O[CH:2]([CH3:16])[C@H:3]([NH:5][C:6](=[O:15])[O:7][CH2:8][C:9]1[CH:14]=[CH:13][CH:12]=[CH:11][CH:10]=1)[CH3:4].[C:17]1(=[O:27])[C:25]2[C:20](=[CH:21][CH:22]=[CH:23][CH:24]=2)[C:19](=[O:26])[NH:18]1, predict the reaction product.